From a dataset of Forward reaction prediction with 1.9M reactions from USPTO patents (1976-2016). Predict the product of the given reaction. Given the reactants [Br:1][C:2]1[N:3]=[C:4]([C:12]#[C:13][Si](C)(C)C)[C:5]([NH:8]C(=O)C)=[N:6][CH:7]=1.[F-].C([N+](CCCC)(CCCC)CCCC)CCC, predict the reaction product. The product is: [Br:1][C:2]1[N:3]=[C:4]2[CH:12]=[CH:13][NH:8][C:5]2=[N:6][CH:7]=1.